Dataset: Forward reaction prediction with 1.9M reactions from USPTO patents (1976-2016). Task: Predict the product of the given reaction. Given the reactants [OH-].[K+].[CH3:3][N:4]([CH3:10])[CH2:5][CH:6]([OH:9])[CH2:7]O.CS([O:15][CH2:16][CH2:17][CH2:18][CH2:19][CH2:20][CH2:21][CH2:22][CH2:23]/[CH:24]=[CH:25]\[CH2:26]/[CH:27]=[CH:28]\[CH2:29][CH2:30][CH2:31][CH2:32][CH3:33])(=O)=O, predict the reaction product. The product is: [CH2:16]([O:15][CH:5]([N:4]([CH3:10])[CH3:3])[CH:6]([O:9][CH2:16][CH2:17][CH2:18][CH2:19][CH2:20][CH2:21][CH2:22][CH2:23]/[CH:24]=[CH:25]\[CH2:26]/[CH:27]=[CH:28]\[CH2:29][CH2:30][CH2:31][CH2:32][CH3:33])[CH3:7])[CH2:17][CH2:18][CH2:19][CH2:20][CH2:21][CH2:22][CH2:23]/[CH:24]=[CH:25]\[CH2:26]/[CH:27]=[CH:28]\[CH2:29][CH2:30][CH2:31][CH2:32][CH3:33].